Dataset: Forward reaction prediction with 1.9M reactions from USPTO patents (1976-2016). Task: Predict the product of the given reaction. (1) Given the reactants [CH3:1][C:2]1[C:6]2[CH:7]=[CH:8][C:9]([OH:14])=[C:10]([CH2:11][CH2:12][CH3:13])[C:5]=2[O:4][N:3]=1.[CH2:15]([O:17][C:18](=[O:34])[CH2:19][C@H:20]1[C:28]2[C:23](=[CH:24][C:25]([O:29][CH2:30][CH2:31][CH2:32]Br)=[CH:26][CH:27]=2)[CH2:22][CH2:21]1)[CH3:16].C([O-])([O-])=O.[Cs+].[Cs+], predict the reaction product. The product is: [CH2:15]([O:17][C:18](=[O:34])[CH2:19][C@H:20]1[C:28]2[C:23](=[CH:24][C:25]([O:29][CH2:30][CH2:31][CH2:32][O:14][C:9]3[CH:8]=[CH:7][C:6]4[C:2]([CH3:1])=[N:3][O:4][C:5]=4[C:10]=3[CH2:11][CH2:12][CH3:13])=[CH:26][CH:27]=2)[CH2:22][CH2:21]1)[CH3:16]. (2) Given the reactants [Br:1][C:2]1[C:17]([Cl:18])=[CH:16][C:5]([O:6][C:7]2[C:12]([C:13]([OH:15])=O)=[CH:11][N:10]=[CH:9][CH:8]=2)=[C:4]([Cl:19])[CH:3]=1.CN(C(ON1N=NC2C=CC=NC1=2)=[N+](C)C)C.F[P-](F)(F)(F)(F)F.C(N(CC)C(C)C)(C)C.[CH:53]1([N:56]2[C:65]3[C:60](=[CH:61][CH:62]=[CH:63][CH:64]=3)[NH:59][CH2:58][CH2:57]2)[CH2:55][CH2:54]1, predict the reaction product. The product is: [Br:1][C:2]1[C:17]([Cl:18])=[CH:16][C:5]([O:6][C:7]2[CH:8]=[CH:9][N:10]=[CH:11][C:12]=2[C:13]([N:59]2[C:60]3[C:65](=[CH:64][CH:63]=[CH:62][CH:61]=3)[N:56]([CH:53]3[CH2:55][CH2:54]3)[CH2:57][CH2:58]2)=[O:15])=[C:4]([Cl:19])[CH:3]=1. (3) Given the reactants [CH3:1][C:2]1[CH:8]=[CH:7][CH:6]=[C:5]([CH3:9])[C:3]=1[NH2:4].Br[C:11]1[CH:12]=[CH:13][CH:14]=[C:15]2[C:20]=1[C:19](=[O:21])[NH:18][CH:17]=[CH:16]2.C([O-])([O-])=O.[K+].[K+].Cl, predict the reaction product. The product is: [CH3:1][C:2]1[CH:8]=[CH:7][CH:6]=[C:5]([CH3:9])[C:3]=1[NH:4][C:11]1[CH:12]=[CH:13][CH:14]=[C:15]2[C:20]=1[C:19](=[O:21])[NH:18][CH:17]=[CH:16]2. (4) Given the reactants Br[C:2]1[C:11]2[CH2:10][CH2:9][CH2:8][C@@H:7]([NH:12][C:13](=[O:15])[CH3:14])[C:6]=2[CH:5]=[N:4][CH:3]=1.[F:16][C:17]([F:28])([F:27])[C:18]1[CH:23]=[CH:22][C:21](B(O)O)=[CH:20][CH:19]=1, predict the reaction product. The product is: [F:16][C:17]([F:28])([F:27])[C:18]1[CH:23]=[CH:22][C:21]([C:2]2[C:11]3[CH2:10][CH2:9][CH2:8][C@@H:7]([NH:12][C:13](=[O:15])[CH3:14])[C:6]=3[CH:5]=[N:4][CH:3]=2)=[CH:20][CH:19]=1. (5) The product is: [ClH:17].[CH3:11][C:12]1[CH:19]=[CH:18][C:15]([CH2:16][N:6]2[C:5]3[CH:7]=[CH:8][CH:9]=[CH:10][C:4]=3[S:3][C:2]2=[NH:1])=[CH:14][CH:13]=1. Given the reactants [NH2:1][C:2]1[S:3][C:4]2[CH:10]=[CH:9][CH:8]=[CH:7][C:5]=2[N:6]=1.[CH3:11][C:12]1[CH:19]=[CH:18][C:15]([CH2:16][Cl:17])=[CH:14][CH:13]=1.[I-].[Na+], predict the reaction product. (6) The product is: [CH3:1][O:2][C:3]1[CH:4]=[CH:5][C:6]([C:19]([F:22])([F:20])[F:21])=[C:7]([C:9]2[CH:14]=[CH:13][N:12]=[C:11]([C:15]3[NH:17][O:18][C:23](=[O:24])[N:16]=3)[CH:10]=2)[CH:8]=1. Given the reactants [CH3:1][O:2][C:3]1[CH:4]=[CH:5][C:6]([C:19]([F:22])([F:21])[F:20])=[C:7]([C:9]2[CH:14]=[CH:13][N:12]=[C:11]([C:15](=[N:17][OH:18])[NH2:16])[CH:10]=2)[CH:8]=1.[C:23](N1C=CN=C1)(N1C=CN=C1)=[O:24].N12CCCN=C1CCCCC2.Cl, predict the reaction product. (7) Given the reactants [NH2:1][C:2]1[C:19]([N+:20]([O-:22])=[O:21])=[CH:18][C:5]([C:6]([NH:8][C:9]2[CH:17]=[C:16]3[C:12]([CH:13]=[N:14][NH:15]3)=[CH:11][CH:10]=2)=[O:7])=[C:4](Cl)[CH:3]=1.[CH2:24]([NH:26][CH2:27][CH3:28])[CH3:25], predict the reaction product. The product is: [NH2:1][C:2]1[C:19]([N+:20]([O-:22])=[O:21])=[CH:18][C:5]([C:6]([NH:8][C:9]2[CH:17]=[C:16]3[C:12]([CH:13]=[N:14][NH:15]3)=[CH:11][CH:10]=2)=[O:7])=[C:4]([N:26]([CH2:27][CH3:28])[CH2:24][CH3:25])[CH:3]=1. (8) Given the reactants C[O-].[Na+].C(OP([CH2:12][C:13]1[N:18]=[CH:17][C:16]([C:19]2[CH:20]=[C:21]([C:34]3[CH:39]=[CH:38][CH:37]=[CH:36][N:35]=3)[C:22]3[S:26][C:25]([NH:27][C:28]([NH:30][CH2:31][CH3:32])=[O:29])=[N:24][C:23]=3[CH:33]=2)=[CH:15][N:14]=1)(OCC)=O)C.[CH:40](=O)[CH3:41], predict the reaction product. The product is: [CH2:31]([NH:30][C:28]([NH:27][C:25]1[S:26][C:22]2[C:21]([C:34]3[CH:39]=[CH:38][CH:37]=[CH:36][N:35]=3)=[CH:20][C:19]([C:16]3[CH:15]=[N:14][C:13](/[CH:12]=[CH:40]/[CH3:41])=[N:18][CH:17]=3)=[CH:33][C:23]=2[N:24]=1)=[O:29])[CH3:32]. (9) Given the reactants [Cl:1][C:2]1[C:3]([CH3:22])=[C:4](B2OC(C)(C)C(C)(C)O2)[C:5]([O:11][CH3:12])=[C:6]([C:8](=[O:10])[CH3:9])[CH:7]=1.Br[C:24]1[N:25]=[CH:26][S:27][CH:28]=1.C(=O)([O-])[O-].[Na+].[Na+], predict the reaction product. The product is: [Cl:1][C:2]1[C:3]([CH3:22])=[C:4]([C:24]2[N:25]=[CH:26][S:27][CH:28]=2)[C:5]([O:11][CH3:12])=[C:6]([C:8](=[O:10])[CH3:9])[CH:7]=1.